From a dataset of Reaction yield outcomes from USPTO patents with 853,638 reactions. Predict the reaction yield, written as a fraction of the theoretical maximum amount of product (1.0 means a 100% yield; for example, 0.34 means a 34% yield). (1) The reactants are C([O:3][C:4]([C:6]1[CH:7]=[C:8]2[C:12](=[CH:13][CH:14]=1)[N:11]([CH:15]1[CH2:20][CH2:19][CH2:18][CH2:17][O:16]1)[N:10]=[C:9]2[C:21]1[O:22][C:23]2[CH:29]=[CH:28][CH:27]=[CH:26][C:24]=2[CH:25]=1)=[O:5])C.O1CCCC1.[OH-].[Na+].Cl. The catalyst is O.CO. The product is [O:22]1[C:23]2[CH:29]=[CH:28][CH:27]=[CH:26][C:24]=2[CH:25]=[C:21]1[C:9]1[C:8]2[C:12](=[CH:13][CH:14]=[C:6]([C:4]([OH:5])=[O:3])[CH:7]=2)[N:11]([CH:15]2[CH2:20][CH2:19][CH2:18][CH2:17][O:16]2)[N:10]=1. The yield is 0.400. (2) The reactants are [CH3:1][O:2][C:3]1[C:8]([O:9][CH3:10])=[CH:7][CH:6]=[CH:5][N:4]=1.C(Cl)Cl.[Br:14]Br. The yield is 0.600. The catalyst is C([O-])(O)=O.[Na+]. The product is [Br:14][C:6]1[CH:7]=[C:8]([O:9][CH3:10])[C:3]([O:2][CH3:1])=[N:4][CH:5]=1. (3) The reactants are F.F.F.C(N(CC)CC)C.C(N(CC)CC)C.[Si]([O:35][CH2:36][C@H:37]1[O:41][C@@H:40]([N:42]2[CH:49]=[C:48]([CH3:50])[C:46](=[O:47])[NH:45][C:43]2=[O:44])[C@H:39]([O:51][CH2:52][CH2:53][O:54][N:55]([CH3:57])[CH3:56])[C@@H:38]1[OH:58])(C(C)(C)C)(C1C=CC=CC=1)C1C=CC=CC=1.CO. The catalyst is C1COCC1.C(Cl)Cl. The product is [CH3:56][N:55]([CH3:57])[O:54][CH2:53][CH2:52][O:51][C@@H:39]1[C@H:38]([OH:58])[C@@H:37]([CH2:36][OH:35])[O:41][C@H:40]1[N:42]1[CH:49]=[C:48]([CH3:50])[C:46](=[O:47])[NH:45][C:43]1=[O:44]. The yield is 0.925. (4) The reactants are [N:1]1[C:10]2[C:5](=[CH:6][N:7]=[CH:8][CH:9]=2)[CH:4]=[CH:3][C:2]=1[C:11]([OH:13])=O.O.ON1C2C=CC=CC=2N=N1.[CH3:25][O:26][C:27]1[CH:28]=[C:29]([CH:32]=[CH:33][CH:34]=1)[CH2:30][NH2:31]. The catalyst is CN(C=O)C. The product is [CH3:25][O:26][C:27]1[CH:28]=[C:29]([CH:32]=[CH:33][CH:34]=1)[CH2:30][NH:31][C:11]([C:2]1[CH:3]=[CH:4][C:5]2[C:10](=[CH:9][CH:8]=[N:7][CH:6]=2)[N:1]=1)=[O:13]. The yield is 0.940. (5) The product is [Br:20][C:16]1[C:17]([F:19])=[CH:18][C:13]([N:6]2[CH:7]=[C:8]([O:11][CH3:12])[C:9](=[O:10])[C:4]([C:1]3[N:36]([C:30]4[CH:35]=[CH:34][CH:33]=[CH:32][CH:31]=4)[N:37]=[CH:22][CH:2]=3)=[N:5]2)=[C:14]([F:21])[CH:15]=1. The reactants are [C:1]([C:4]1[C:9](=[O:10])[C:8]([O:11][CH3:12])=[CH:7][N:6]([C:13]2[CH:18]=[C:17]([F:19])[C:16]([Br:20])=[CH:15][C:14]=2[F:21])[N:5]=1)(=O)[CH3:2].[CH3:22]OC(OC)N(C)C.[C:30]1([NH:36][NH2:37])[CH:35]=[CH:34][CH:33]=[CH:32][CH:31]=1. The yield is 0.230. No catalyst specified. (6) The reactants are [NH2:1][C:2]1[CH:3]=[C:4]([C:8]2[C:12]([C:13]3[CH:18]=[CH:17][N:16]=[C:15]([NH2:19])[N:14]=3)=[CH:11][N:10]([CH2:20][C:21]3[CH:26]=[CH:25][C:24]([O:27][CH3:28])=[CH:23][CH:22]=3)[N:9]=2)[CH:5]=[CH:6][CH:7]=1.[F:29][C:30]([F:41])([F:40])[C:31]1[CH:36]=[CH:35][C:34]([N:37]=[C:38]=[O:39])=[CH:33][CH:32]=1.[Na]. The product is [NH2:19][C:15]1[N:14]=[C:13]([C:12]2[C:8]([C:4]3[CH:3]=[C:2]([NH:1][C:38]([NH:37][C:34]4[CH:33]=[CH:32][C:31]([C:30]([F:29])([F:40])[F:41])=[CH:36][CH:35]=4)=[O:39])[CH:7]=[CH:6][CH:5]=3)=[N:9][N:10]([CH2:20][C:21]3[CH:22]=[CH:23][C:24]([O:27][CH3:28])=[CH:25][CH:26]=3)[CH:11]=2)[CH:18]=[CH:17][N:16]=1. The yield is 0.530. The catalyst is CN(C)C=O.